From a dataset of Forward reaction prediction with 1.9M reactions from USPTO patents (1976-2016). Predict the product of the given reaction. (1) Given the reactants [C:1]([C:3]1[CH:4]=[C:5]([CH:15]2[C:24]([CH3:26])([CH3:25])[CH2:23][C:22]3[C:17](=[CH:18][CH:19]=[C:20]([C:27]([OH:29])=O)[CH:21]=3)[NH:16]2)[CH:6]=[C:7]([N:9]2[CH2:14][CH2:13][O:12][CH2:11][CH2:10]2)[CH:8]=1)#[N:2].Cl.CN(C)CCCN=C=NCC.[CH3:42][S:43]([NH2:46])(=[O:45])=[O:44], predict the reaction product. The product is: [C:1]([C:3]1[CH:4]=[C:5]([CH:15]2[C:24]([CH3:26])([CH3:25])[CH2:23][C:22]3[C:17](=[CH:18][CH:19]=[C:20]([C:27]([NH:46][S:43]([CH3:42])(=[O:45])=[O:44])=[O:29])[CH:21]=3)[NH:16]2)[CH:6]=[C:7]([N:9]2[CH2:10][CH2:11][O:12][CH2:13][CH2:14]2)[CH:8]=1)#[N:2]. (2) Given the reactants [F:1][C:2]1[CH:31]=[CH:30][C:5]2[C:6](=[O:29])[N:7]=[C:8]([C:10]3[N:15]=[C:14]([CH2:16][CH2:17][C:18]([O:20]C(C)(C)C)=[O:19])[CH:13]=[C:12]([S:25]([CH3:28])(=[O:27])=[O:26])[CH:11]=3)[S:9][C:4]=2[CH:3]=1, predict the reaction product. The product is: [F:1][C:2]1[CH:31]=[CH:30][C:5]2[C:6](=[O:29])[N:7]=[C:8]([C:10]3[N:15]=[C:14]([CH2:16][CH2:17][C:18]([OH:20])=[O:19])[CH:13]=[C:12]([S:25]([CH3:28])(=[O:26])=[O:27])[CH:11]=3)[S:9][C:4]=2[CH:3]=1.